Dataset: Reaction yield outcomes from USPTO patents with 853,638 reactions. Task: Predict the reaction yield, written as a fraction of the theoretical maximum amount of product (1.0 means a 100% yield; for example, 0.34 means a 34% yield). (1) The reactants are [C:1](Cl)(=[O:6])[C:2]([CH3:5])([CH3:4])[CH3:3].C([O:15][CH2:16][CH2:17][C:18]1[O:23][C:22](=[O:24])[C:21]([C:25]2[C:30]([CH3:31])=[CH:29][C:28]([CH3:32])=[CH:27][C:26]=2[CH3:33])=[C:20](O)[CH:19]=1)C1C=CC=CC=1.[OH2:35]. The catalyst is N1C=CC=CC=1. The product is [C:1]([O:6][C:20]1[CH:19]=[C:18]([CH2:17][CH2:16][OH:15])[O:23][C:22](=[O:24])[C:21]=1[C:25]1[C:26]([CH3:33])=[CH:27][C:28]([CH3:32])=[CH:29][C:30]=1[CH3:31])(=[O:35])[C:2]([CH3:5])([CH3:4])[CH3:3]. The yield is 0.690. (2) The reactants are O[CH2:2][C:3]1[CH:12]=[N:11][C:10]2[N:9]3[CH2:13][CH2:14][CH2:15][C@H:8]3[C:7](=[O:16])[NH:6][C:5]=2[CH:4]=1.[Cl:17][C:18]1[CH:19]=[C:20]([CH:27]=[CH:28][C:29]=1[N:30]1[CH2:35][CH2:34][NH:33][CH2:32][CH2:31]1)[C:21]([NH:23][CH:24]([CH3:26])[CH3:25])=[O:22].[I-].C(C[P+](C)(C)C)#N.C(N(CC)C(C)C)(C)C. The catalyst is C(#N)CC. The product is [Cl:17][C:18]1[CH:19]=[C:20]([CH:27]=[CH:28][C:29]=1[N:30]1[CH2:31][CH2:32][N:33]([CH2:2][C:3]2[CH:12]=[N:11][C:10]3[N:9]4[CH2:13][CH2:14][CH2:15][C@H:8]4[C:7](=[O:16])[NH:6][C:5]=3[CH:4]=2)[CH2:34][CH2:35]1)[C:21]([NH:23][CH:24]([CH3:26])[CH3:25])=[O:22]. The yield is 0.554. (3) The reactants are [CH2:1]([N:4]1[CH2:13][CH:12]2[C:14]3[CH:15]=[CH:16][C:17]([O:23]C)=[C:18]([O:21]C)[C:19]=3[O:20][C:10]3[C:11]2=[C:6]([CH:7]=[CH:8][CH:9]=3)[CH2:5]1)[CH2:2][CH3:3].B(Br)(Br)Br.CO. The catalyst is ClCCl. The product is [CH2:1]([N:4]1[CH2:13][CH:12]2[C:14]3[CH:15]=[CH:16][C:17]([OH:23])=[C:18]([OH:21])[C:19]=3[O:20][C:10]3[C:11]2=[C:6]([CH:7]=[CH:8][CH:9]=3)[CH2:5]1)[CH2:2][CH3:3]. The yield is 0.630. (4) The reactants are [C:1]([N:4]1[C:13]2[C:8](=[CH:9][C:10]([C:14]3[CH:23]=[CH:22][C:17]([C:18]([O:20]C)=[O:19])=[CH:16][CH:15]=3)=[CH:11][CH:12]=2)[C@H:7]([NH:24][C:25]2[CH:30]=[CH:29][C:28]([C:31]#[N:32])=[CH:27][N:26]=2)[CH2:6][C@@H:5]1[CH3:33])(=[O:3])[CH3:2].[OH-].[Na+].C(O)(=O)C. The catalyst is CO. The product is [C:1]([N:4]1[C:13]2[C:8](=[CH:9][C:10]([C:14]3[CH:15]=[CH:16][C:17]([C:18]([OH:20])=[O:19])=[CH:22][CH:23]=3)=[CH:11][CH:12]=2)[C@H:7]([NH:24][C:25]2[CH:30]=[CH:29][C:28]([C:31]#[N:32])=[CH:27][N:26]=2)[CH2:6][C@@H:5]1[CH3:33])(=[O:3])[CH3:2]. The yield is 0.850. (5) The reactants are [OH-].[Na+].C1COCC1.CO.[OH:10][CH:11]([CH2:32][OH:33])[CH2:12][O:13][C:14]1[CH:19]=[CH:18][C:17]([C:20]#[C:21][C:22]2[CH:31]=[CH:30][C:25]([C:26]([O:28]C)=[O:27])=[CH:24][CH:23]=2)=[CH:16][CH:15]=1. The catalyst is C(O)(=O)C. The product is [OH:10][CH:11]([CH2:32][OH:33])[CH2:12][O:13][C:14]1[CH:15]=[CH:16][C:17]([C:20]#[C:21][C:22]2[CH:23]=[CH:24][C:25]([C:26]([OH:28])=[O:27])=[CH:30][CH:31]=2)=[CH:18][CH:19]=1. The yield is 0.910.